Regression/Classification. Given a drug SMILES string, predict its absorption, distribution, metabolism, or excretion properties. Task type varies by dataset: regression for continuous measurements (e.g., permeability, clearance, half-life) or binary classification for categorical outcomes (e.g., BBB penetration, CYP inhibition). Dataset: cyp2d6_veith. From a dataset of CYP2D6 inhibition data for predicting drug metabolism from PubChem BioAssay. (1) The molecule is O=C(Nc1ccc(Cl)cc1Cl)c1cccc(N2C(=O)C=CC2=O)c1. The result is 0 (non-inhibitor). (2) The compound is Nc1nc(N)c(N=Nc2ccc([As](=O)(O)O)c(O)c2)c(N)n1. The result is 0 (non-inhibitor). (3) The compound is [Cl-].[Li+]. The result is 0 (non-inhibitor).